Dataset: Forward reaction prediction with 1.9M reactions from USPTO patents (1976-2016). Task: Predict the product of the given reaction. The product is: [Cl:1][C:2]1[CH:3]=[C:4]([C:13]2[C:22]3[C:17](=[CH:18][C:19]([C:24]#[N:25])=[C:20]([F:23])[CH:21]=3)[CH:16]=[C:15]([CH3:26])[N:14]=2)[CH:5]=[N:6][C:7]=1[O:8][CH2:9][CH:10]([CH3:12])[CH3:11]. Given the reactants [Cl:1][C:2]1[CH:3]=[C:4]([C:13]2[C:22]3[C:17](=[CH:18][C:19]([C:24]#[N:25])=[C:20]([F:23])[CH:21]=3)[CH:16]=[CH:15][N:14]=2)[CH:5]=[N:6][C:7]=1[O:8][CH2:9][CH:10]([CH3:12])[CH3:11].[C:26]([O-])([O-])=O.[Cs+].[Cs+], predict the reaction product.